From a dataset of Full USPTO retrosynthesis dataset with 1.9M reactions from patents (1976-2016). Predict the reactants needed to synthesize the given product. (1) Given the product [OH:3][CH:1]([C:4]1[CH:5]=[C:6]([CH:9]=[CH:10][CH:11]=1)[C:7]#[N:8])[CH3:2], predict the reactants needed to synthesize it. The reactants are: [C:1]([C:4]1[CH:5]=[C:6]([CH:9]=[CH:10][CH:11]=1)[C:7]#[N:8])(=[O:3])[CH3:2].[BH4-].[Na+]. (2) Given the product [CH3:24][N:20]1[CH2:21][CH2:22][CH2:23][C@H:19]1[CH2:18][CH2:17][C:11]1[C:10]2[C:14](=[CH:15][CH:16]=[C:8]([NH2:3])[CH:9]=2)[NH:13][CH:12]=1, predict the reactants needed to synthesize it. The reactants are: CC1[N:3]([C:8]2[CH:9]=[C:10]3[C:14](=[CH:15][CH:16]=2)[NH:13][CH:12]=[C:11]3[CH2:17][CH2:18][C@@H:19]2[CH2:23][CH2:22][CH2:21][N:20]2[CH3:24])C(C)=CC=1.Cl.NO.C(N(CC)CC)C.N.[OH-].[Na+]. (3) Given the product [CH2:1]([O:8][CH2:9][C@@H:10]1[O:15][C:14]2[CH:16]=[C:17]([C:33]([N:35]3[C@H:44]([CH2:45][N:46]4[CH2:51][CH2:50][N:49]([CH3:52])[CH2:48][CH2:47]4)[CH2:43][C:42]4[C:37](=[CH:38][CH:39]=[CH:40][CH:41]=4)[CH2:36]3)=[O:34])[C:18]([N:20]3[C:28]4[C:23](=[CH:24][CH:25]=[CH:26][CH:27]=4)[C:22]([C:29]([OH:31])=[O:30])=[CH:21]3)=[CH:19][C:13]=2[O:12][CH2:11]1)[C:2]1[CH:3]=[CH:4][CH:5]=[CH:6][CH:7]=1, predict the reactants needed to synthesize it. The reactants are: [CH2:1]([O:8][CH2:9][C@@H:10]1[O:15][C:14]2[CH:16]=[C:17]([C:33]([N:35]3[C@H:44]([CH2:45][N:46]4[CH2:51][CH2:50][N:49]([CH3:52])[CH2:48][CH2:47]4)[CH2:43][C:42]4[C:37](=[CH:38][CH:39]=[CH:40][CH:41]=4)[CH2:36]3)=[O:34])[C:18]([N:20]3[C:28]4[C:23](=[CH:24][CH:25]=[CH:26][CH:27]=4)[C:22]([C:29]([O:31]C)=[O:30])=[CH:21]3)=[CH:19][C:13]=2[O:12][CH2:11]1)[C:2]1[CH:7]=[CH:6][CH:5]=[CH:4][CH:3]=1.[OH-].[Na+]. (4) Given the product [CH3:1][O:2][C:3]([C:5]1[N:6]([CH2:16][C:17]([O:19][C:20]([CH3:23])([CH3:22])[CH3:21])=[O:18])[C:7]([Br:33])=[C:8]([CH:10]2[CH2:15][CH2:14][CH2:13][CH2:12][CH2:11]2)[CH:9]=1)=[O:4], predict the reactants needed to synthesize it. The reactants are: [CH3:1][O:2][C:3]([C:5]1[N:6]([CH2:16][C:17]([O:19][C:20]([CH3:23])([CH3:22])[CH3:21])=[O:18])[CH:7]=[C:8]([CH:10]2[CH2:15][CH2:14][CH2:13][CH2:12][CH2:11]2)[CH:9]=1)=[O:4].C1COCC1.C(Cl)(Cl)Cl.[Br-:33].[Br-].[Br-].[NH+]1C=CC=CC=1.[NH+]1C=CC=CC=1.[NH+]1C=CC=CC=1.[O-]S([O-])(=S)=O.[Na+].[Na+]. (5) Given the product [N:15]1([C:2]2[CH:7]=[CH:6][C:5]([NH2:8])=[CH:4][C:3]=2[C:11]([F:14])([F:13])[F:12])[CH2:20][CH2:19][O:18][CH2:17][CH2:16]1, predict the reactants needed to synthesize it. The reactants are: Br[C:2]1[CH:7]=[CH:6][C:5]([N+:8]([O-])=O)=[CH:4][C:3]=1[C:11]([F:14])([F:13])[F:12].[NH:15]1[CH2:20][CH2:19][O:18][CH2:17][CH2:16]1.